From a dataset of Catalyst prediction with 721,799 reactions and 888 catalyst types from USPTO. Predict which catalyst facilitates the given reaction. (1) Reactant: [CH3:1][C:2]1[O:6][C:5]([C:7]2[CH:12]=[CH:11][CH:10]=[CH:9][CH:8]=2)=[N:4][C:3]=1[CH2:13][CH2:14][CH2:15][CH2:16][CH2:17]O.C(Br)(Br)(Br)[Br:20].C1(P(C2C=CC=CC=2)C2C=CC=CC=2)C=CC=CC=1. Product: [Br:20][CH2:17][CH2:16][CH2:15][CH2:14][CH2:13][C:3]1[N:4]=[C:5]([C:7]2[CH:12]=[CH:11][CH:10]=[CH:9][CH:8]=2)[O:6][C:2]=1[CH3:1]. The catalyst class is: 28. (2) Reactant: C([O:3][C:4](=[O:34])[C:5]1[CH:10]=[CH:9][CH:8]=[CH:7][C:6]=1[C:11]1[N:19]2[C:14]([CH:15]=[N:16][C:17]([NH:20][C:21]3[CH:26]=[CH:25][C:24]([N:27]4[CH2:32][CH2:31][N:30]([CH3:33])[CH2:29][CH2:28]4)=[CH:23][CH:22]=3)=[N:18]2)=[CH:13][CH:12]=1)C.[OH-].[Li+].CO. Product: [CH3:33][N:30]1[CH2:29][CH2:28][N:27]([C:24]2[CH:23]=[CH:22][C:21]([NH:20][C:17]3[N:16]=[CH:15][C:14]4=[CH:13][CH:12]=[C:11]([C:6]5[CH:7]=[CH:8][CH:9]=[CH:10][C:5]=5[C:4]([OH:34])=[O:3])[N:19]4[N:18]=3)=[CH:26][CH:25]=2)[CH2:32][CH2:31]1. The catalyst class is: 6. (3) Reactant: Br[C:2]1[N:3]=[CH:4][C:5]([NH2:8])=[N:6][CH:7]=1.[Cl:9][C:10]1[CH:15]=[C:14]([Cl:16])[CH:13]=[CH:12][C:11]=1OB(O)O. Product: [Cl:9][C:10]1[CH:15]=[C:14]([Cl:16])[CH:13]=[CH:12][C:11]=1[C:2]1[N:3]=[CH:4][C:5]([NH2:8])=[N:6][CH:7]=1. The catalyst class is: 25. (4) Reactant: [Br:1][C:2]1[C:19]([O:20][CH3:21])=[CH:18][C:5]2[CH2:6][CH2:7][C:8]3[C:12]([C:4]=2[CH:3]=1)=[N:11][NH:10][C:9]=3[C:13]([O:15][CH2:16][CH3:17])=[O:14].CC(C)([O-])C.[Li+].[C:28]([NH:35][CH2:36][CH2:37][CH2:38]Br)([O:30][C:31]([CH3:34])([CH3:33])[CH3:32])=[O:29]. Product: [Br:1][C:2]1[C:19]([O:20][CH3:21])=[CH:18][C:5]2[CH2:6][CH2:7][C:8]3[C:12]([C:4]=2[CH:3]=1)=[N:11][N:10]([CH2:38][CH2:37][CH2:36][NH:35][C:28]([O:30][C:31]([CH3:32])([CH3:34])[CH3:33])=[O:29])[C:9]=3[C:13]([O:15][CH2:16][CH3:17])=[O:14]. The catalyst class is: 198. (5) The catalyst class is: 1. Product: [CH2:13]([NH:17][S:9]([CH2:8][C:4]1[CH:5]=[CH:6][CH:7]=[C:2]([Cl:1])[CH:3]=1)(=[O:11])=[O:10])[CH2:14][CH2:15][CH3:16]. Reactant: [Cl:1][C:2]1[CH:3]=[C:4]([CH2:8][S:9](Cl)(=[O:11])=[O:10])[CH:5]=[CH:6][CH:7]=1.[CH2:13]([NH2:17])[CH2:14][CH2:15][CH3:16]. (6) Reactant: [CH3:1][O:2][C:3]1[CH:4]=[C:5]([C:13]2[C:14](=[O:19])[CH2:15][CH:16]([OH:18])[CH:17]=2)[CH:6]=[C:7]([O:11][CH3:12])[C:8]=1[O:9][CH3:10].N1C=CC=CC=1.[C:26](OC(=O)C)(=[O:28])[CH3:27]. Product: [C:26]([O:18][CH:16]1[CH2:15][C:14](=[O:19])[C:13]([C:5]2[CH:6]=[C:7]([O:11][CH3:12])[C:8]([O:9][CH3:10])=[C:3]([O:2][CH3:1])[CH:4]=2)=[CH:17]1)(=[O:28])[CH3:27]. The catalyst class is: 4. (7) Reactant: [O:1]=[C:2]1[CH2:6][CH2:5][CH2:4][CH:3]1[C:7]([O:9][CH2:10][CH3:11])=[O:8].[C:12](=O)([O-])[O-].[K+].[K+].CI. Product: [CH3:12][C:3]1([C:7]([O:9][CH2:10][CH3:11])=[O:8])[CH2:4][CH2:5][CH2:6][C:2]1=[O:1]. The catalyst class is: 21.